From a dataset of HIV replication inhibition screening data with 41,000+ compounds from the AIDS Antiviral Screen. Binary Classification. Given a drug SMILES string, predict its activity (active/inactive) in a high-throughput screening assay against a specified biological target. The drug is CC1=C(C(=O)Nc2cc(F)c(F)cc2F)C(c2ccc([N+](=O)[O-])cc2)C(C(=O)Nc2cc(F)c(F)cc2F)=C(C)N1. The result is 0 (inactive).